Dataset: Reaction yield outcomes from USPTO patents with 853,638 reactions. Task: Predict the reaction yield, written as a fraction of the theoretical maximum amount of product (1.0 means a 100% yield; for example, 0.34 means a 34% yield). (1) The reactants are [C:1]([NH:11][C:12]1[CH:17]=[CH:16][C:15]([N:18]2[CH2:23][CH2:22][O:21][CH2:20][CH2:19]2)=[C:14]([F:24])[CH:13]=1)([O:3][CH2:4][C:5]1C=CC=CC=1)=[O:2].CC(C)([O-])C.[Li+].ClC[C@@H](O)[CH2:34][N:35]([CH2:43][C:44]1[CH:49]=[CH:48][CH:47]=[CH:46][CH:45]=1)[CH2:36][C:37]1[CH:42]=[CH:41][CH:40]=[CH:39][CH:38]=1.[Cl-].[NH4+]. The catalyst is C(OCC)(=O)C.O1CCCC1. The product is [CH2:43]([N:35]([CH2:34][C@@H:4]1[O:3][C:1](=[O:2])[N:11]([C:12]2[CH:17]=[CH:16][C:15]([N:18]3[CH2:19][CH2:20][O:21][CH2:22][CH2:23]3)=[C:14]([F:24])[CH:13]=2)[CH2:5]1)[CH2:36][C:37]1[CH:42]=[CH:41][CH:40]=[CH:39][CH:38]=1)[C:44]1[CH:49]=[CH:48][CH:47]=[CH:46][CH:45]=1. The yield is 0.820. (2) The reactants are [CH3:1][O:2][CH2:3][C:4]1[CH:5]=[C:6]2[C:11](=[CH:12][CH:13]=1)[CH:10]([C:14]([O:16]CC)=[O:15])[N:9]([C:19]([O:21][C:22]([CH3:25])([CH3:24])[CH3:23])=[O:20])[CH2:8][CH2:7]2.C1COCC1.O.[OH-].[Li+]. The catalyst is CO. The product is [C:22]([O:21][C:19]([N:9]1[CH2:8][CH2:7][C:6]2[C:11](=[CH:12][CH:13]=[C:4]([CH2:3][O:2][CH3:1])[CH:5]=2)[CH:10]1[C:14]([OH:16])=[O:15])=[O:20])([CH3:25])([CH3:23])[CH3:24]. The yield is 1.01. (3) The product is [NH2:1][C:4]1[CH:27]=[CH:26][C:25]([N:28]2[CH2:33][CH2:32][CH2:31][CH2:30][CH2:29]2)=[CH:24][C:5]=1[C:6]([NH:8][C:9]1[CH:13]=[CH:12][N:11]([C:14]2[CH:19]=[CH:18][CH:17]=[C:16]([C:20]([F:22])([F:23])[F:21])[CH:15]=2)[N:10]=1)=[O:7]. The yield is 0.710. The reactants are [N+:1]([C:4]1[CH:27]=[CH:26][C:25]([N:28]2[CH2:33][CH2:32][CH2:31][CH2:30][CH2:29]2)=[CH:24][C:5]=1[C:6]([NH:8][C:9]1[CH:13]=[CH:12][N:11]([C:14]2[CH:19]=[CH:18][CH:17]=[C:16]([C:20]([F:23])([F:22])[F:21])[CH:15]=2)[N:10]=1)=[O:7])([O-])=O. The catalyst is CO.C(OCC)(=O)C.[Pd]. (4) The reactants are C(N(CC)CC)C.[NH2:8][C@@H:9]1[CH2:13][CH2:12][N:11]([C:14]2[C:23]3[C:18](=[CH:19][C:20]([CH3:24])=[CH:21][CH:22]=3)[N:17]=[C:16]([C:25]3[CH:30]=[CH:29][CH:28]=[CH:27][C:26]=3[OH:31])[N:15]=2)[CH2:10]1.Cl[C:33]([O:35][CH2:36][C:37]([CH3:40])([CH3:39])[CH3:38])=[O:34].ClC([O-])=O. The catalyst is C1COCC1. The product is [OH:31][C:26]1[CH:27]=[CH:28][CH:29]=[CH:30][C:25]=1[C:16]1[N:15]=[C:14]([N:11]2[CH2:12][CH2:13][C@@H:9]([NH:8][C:33](=[O:34])[O:35][CH2:36][C:37]([CH3:40])([CH3:39])[CH3:38])[CH2:10]2)[C:23]2[C:18](=[CH:19][C:20]([CH3:24])=[CH:21][CH:22]=2)[N:17]=1. The yield is 0.850. (5) The reactants are [CH2:1]([C:3]1[NH:4][CH:5]=[C:6]([C:8]2[CH:13]=[CH:12][N:11]=[CH:10][CH:9]=2)[N:7]=1)[CH3:2].[H][H].[ClH:16]. The catalyst is [C].[Rh]. The product is [ClH:16].[ClH:16].[CH2:1]([C:3]1[NH:4][CH:5]=[C:6]([CH:8]2[CH2:13][CH2:12][NH:11][CH2:10][CH2:9]2)[N:7]=1)[CH3:2]. The yield is 0.810. (6) The reactants are Cl[S:2]([C:5]1[CH:14]=[C:13]([CH2:15][NH:16][S:17]([CH3:20])(=[O:19])=[O:18])[CH:12]=[CH:11][C:6]=1[C:7]([O:9][CH3:10])=[O:8])(=[O:4])=[O:3].[NH3:21]. The catalyst is C1COCC1. The product is [S:2]([C:5]1[CH:14]=[C:13]([CH2:15][NH:16][S:17]([CH3:20])(=[O:19])=[O:18])[CH:12]=[CH:11][C:6]=1[C:7]([O:9][CH3:10])=[O:8])(=[O:4])(=[O:3])[NH2:21]. The yield is 0.800. (7) The reactants are Br[C:2]1[CH:3]=[C:4]([CH:8]2[C:17]([CH3:19])([CH3:18])[CH2:16][C:15]3[C:10](=[CH:11][CH:12]=[C:13]([C:20]([OH:22])=[O:21])[CH:14]=3)[NH:9]2)[CH:5]=[CH:6][CH:7]=1.[O:23]1[CH2:27][CH2:26][NH:25][C:24]1=[O:28].Cl.CN(C)CC(O)=O.C(=O)([O-])[O-].[K+].[K+]. The catalyst is CS(C)=O.[Cu]I. The product is [CH3:18][C:17]1([CH3:19])[CH2:16][C:15]2[C:10](=[CH:11][CH:12]=[C:13]([C:20]([OH:22])=[O:21])[CH:14]=2)[NH:9][CH:8]1[C:4]1[CH:5]=[CH:6][CH:7]=[C:2]([N:25]2[CH2:26][CH2:27][O:23][C:24]2=[O:28])[CH:3]=1. The yield is 0.800.